Dataset: Reaction yield outcomes from USPTO patents with 853,638 reactions. Task: Predict the reaction yield, written as a fraction of the theoretical maximum amount of product (1.0 means a 100% yield; for example, 0.34 means a 34% yield). (1) The reactants are [F:1][C:2]1[CH:7]=[C:6]([F:8])[CH:5]=[CH:4][C:3]=1[C:9]1[CH:14]=[CH:13][C:12]([C:15]([OH:17])=O)=[C:11]([OH:18])[CH:10]=1.C1(N=C=NC2CCCCC2)CCCCC1.CN1CCOCC1.[N:41]([CH2:44][CH2:45][NH2:46])=[N+:42]=[N-:43]. The catalyst is O.CN(C)C=O. The product is [N:41]([CH2:44][CH2:45][NH:46][C:15]([C:12]1[CH:13]=[CH:14][C:9]([C:3]2[CH:4]=[CH:5][C:6]([F:8])=[CH:7][C:2]=2[F:1])=[CH:10][C:11]=1[OH:18])=[O:17])=[N+:42]=[N-:43]. The yield is 0.610. (2) The reactants are C([O:8][C:9]1[C:13]([O:14]CC2C=CC=CC=2)=[C:12]([C:22]([N:24]([CH3:26])[CH3:25])=[O:23])[N:11]([C:27]2[CH:32]=[CH:31][C:30]([O:33][CH3:34])=[CH:29][CH:28]=2)[C:10]=1[C:35]([NH:37][CH2:38][CH3:39])=[O:36])C1C=CC=CC=1. The catalyst is CO.[Pd]. The product is [CH2:38]([NH:37][C:35]([C:10]1[N:11]([C:27]2[CH:32]=[CH:31][C:30]([O:33][CH3:34])=[CH:29][CH:28]=2)[C:12]([C:22]([N:24]([CH3:26])[CH3:25])=[O:23])=[C:13]([OH:14])[C:9]=1[OH:8])=[O:36])[CH3:39]. The yield is 0.820. (3) The reactants are [CH3:1][O:2][C:3]([CH:5]1[CH2:10][CH:9]([OH:11])[CH2:8][CH:7]([C:12]([O:14][CH3:15])=[O:13])[CH2:6]1)=[O:4].C(N(CC)CC)C.CS(C)=O.C(Cl)Cl. No catalyst specified. The product is [CH3:15][O:14][C:12]([CH:7]1[CH2:8][C:9](=[O:11])[CH2:10][CH:5]([C:3]([O:2][CH3:1])=[O:4])[CH2:6]1)=[O:13]. The yield is 0.740. (4) The reactants are CC1C=CC(S(OCC2CC3C(C)=C(Cl)C=C(C(C)C)C=3O2)(=O)=O)=CC=1.[N-]=[N+]=[N-].[Na+].N(CC1CC2C=C(Cl)C=C(C3C=CSC=3)C=2O1)=[N+]=[N-].[N:50]([CH2:53][CH:54]1[CH2:58][C:57]2[C:59]([CH3:67])=[C:60]([Cl:66])[CH:61]=[C:62]([CH:63]([CH3:65])[CH3:64])[C:56]=2[O:55]1)=[N+]=[N-].C1(P(C2C=CC=CC=2)C2C=CC=CC=2)C=CC=CC=1.Cl. The catalyst is O1CCCC1.C(O)(C)C.O. The product is [Cl:66][C:60]1[CH:61]=[C:62]([CH:63]([CH3:65])[CH3:64])[C:56]2[O:55][CH:54]([CH2:53][NH2:50])[CH2:58][C:57]=2[C:59]=1[CH3:67]. The yield is 0.880. (5) The reactants are C[O:2][C:3]1[N:12]=[CH:11][C:10]2[CH2:9][CH2:8][C:7]3[C:13]([C:17]([O:19][CH2:20][CH3:21])=[O:18])=[N:14][N:15]([CH3:16])[C:6]=3[C:5]=2[N:4]=1.[I-].[Na+].C[Si](Cl)(C)C.CO. The catalyst is C(#N)C. The product is [OH:2][C:3]1[N:12]=[CH:11][C:10]2[CH2:9][CH2:8][C:7]3[C:13]([C:17]([O:19][CH2:20][CH3:21])=[O:18])=[N:14][N:15]([CH3:16])[C:6]=3[C:5]=2[N:4]=1. The yield is 0.780.